Dataset: NCI-60 drug combinations with 297,098 pairs across 59 cell lines. Task: Regression. Given two drug SMILES strings and cell line genomic features, predict the synergy score measuring deviation from expected non-interaction effect. (1) Synergy scores: CSS=50.0, Synergy_ZIP=0.735, Synergy_Bliss=3.94, Synergy_Loewe=-14.1, Synergy_HSA=6.03. Cell line: SK-OV-3. Drug 2: CCN(CC)CCCC(C)NC1=C2C=C(C=CC2=NC3=C1C=CC(=C3)Cl)OC. Drug 1: C1=CC(=C2C(=C1NCCNCCO)C(=O)C3=C(C=CC(=C3C2=O)O)O)NCCNCCO. (2) Drug 1: CC1C(C(CC(O1)OC2CC(CC3=C2C(=C4C(=C3O)C(=O)C5=C(C4=O)C(=CC=C5)OC)O)(C(=O)C)O)N)O.Cl. Drug 2: COC1=C2C(=CC3=C1OC=C3)C=CC(=O)O2. Cell line: HCT-15. Synergy scores: CSS=4.68, Synergy_ZIP=-1.41, Synergy_Bliss=-0.214, Synergy_Loewe=-13.7, Synergy_HSA=-2.45. (3) Drug 1: C1=CC=C(C(=C1)C(C2=CC=C(C=C2)Cl)C(Cl)Cl)Cl. Drug 2: C1=NC2=C(N1)C(=S)N=CN2. Cell line: NCI-H460. Synergy scores: CSS=14.8, Synergy_ZIP=-4.61, Synergy_Bliss=1.32, Synergy_Loewe=-4.58, Synergy_HSA=0.882. (4) Drug 1: CS(=O)(=O)C1=CC(=C(C=C1)C(=O)NC2=CC(=C(C=C2)Cl)C3=CC=CC=N3)Cl. Drug 2: C#CCC(CC1=CN=C2C(=N1)C(=NC(=N2)N)N)C3=CC=C(C=C3)C(=O)NC(CCC(=O)O)C(=O)O. Cell line: HS 578T. Synergy scores: CSS=0.269, Synergy_ZIP=1.93, Synergy_Bliss=0.769, Synergy_Loewe=-27.6, Synergy_HSA=-5.92. (5) Drug 1: C1=NC2=C(N=C(N=C2N1C3C(C(C(O3)CO)O)F)Cl)N. Drug 2: CN(C(=O)NC(C=O)C(C(C(CO)O)O)O)N=O. Cell line: OVCAR-5. Synergy scores: CSS=3.14, Synergy_ZIP=0.457, Synergy_Bliss=3.12, Synergy_Loewe=-5.06, Synergy_HSA=0.769.